From a dataset of Reaction yield outcomes from USPTO patents with 853,638 reactions. Predict the reaction yield, written as a fraction of the theoretical maximum amount of product (1.0 means a 100% yield; for example, 0.34 means a 34% yield). The reactants are [CH:1]12[O:9][CH:8]1[CH2:7][CH2:6][CH:5]=[CH:4][CH2:3][CH2:2]2.C(OC)(=O)C1C=CC=CC=1. No catalyst specified. The product is [CH:8]12[O:9][CH:1]1[CH2:2][CH2:3][CH:4]=[CH:5][CH2:6][CH2:7]2. The yield is 0.400.